From a dataset of Full USPTO retrosynthesis dataset with 1.9M reactions from patents (1976-2016). Predict the reactants needed to synthesize the given product. (1) Given the product [NH2:36][C:33]([CH3:35])([CH3:34])[C:32]([NH:31][C@H:10]([CH2:9][O:8][CH2:1][C:2]1[CH:3]=[CH:4][CH:5]=[CH:6][CH:7]=1)[C:11]([N:13]1[CH2:30][CH2:29][CH2:28][C:15]2([C:19](=[O:20])[N:18]([CH3:21])[CH2:17][CH:16]2[C:22]2[CH:23]=[CH:24][CH:25]=[CH:26][CH:27]=2)[CH2:14]1)=[O:12])=[O:44], predict the reactants needed to synthesize it. The reactants are: [CH2:1]([O:8][CH2:9][C@@H:10]([NH:31][C:32](=[O:44])[C:33]([NH:36]C(=O)OC(C)(C)C)([CH3:35])[CH3:34])[C:11]([N:13]1[CH2:30][CH2:29][CH2:28][C:15]2([C:19](=[O:20])[N:18]([CH3:21])[CH2:17][CH:16]2[C:22]2[CH:27]=[CH:26][CH:25]=[CH:24][CH:23]=2)[CH2:14]1)=[O:12])[C:2]1[CH:7]=[CH:6][CH:5]=[CH:4][CH:3]=1.C(O)(C(F)(F)F)=O. (2) Given the product [CH2:1]([C:4]1[S:31][C:7]2[N:8]=[C:9]([N:25]3[CH2:29][CH2:28][C@H:27]([NH:30][S:33]([CH3:32])(=[O:35])=[O:34])[CH2:26]3)[N:10]=[C:11]([N:12]3[CH2:17][CH2:16][N:15]4[C:18]([C:21]([F:22])([F:23])[F:24])=[N:19][N:20]=[C:14]4[CH2:13]3)[C:6]=2[CH:5]=1)[CH2:2][CH3:3], predict the reactants needed to synthesize it. The reactants are: [CH2:1]([C:4]1[S:31][C:7]2[N:8]=[C:9]([N:25]3[CH2:29][CH2:28][C@H:27]([NH2:30])[CH2:26]3)[N:10]=[C:11]([N:12]3[CH2:17][CH2:16][N:15]4[C:18]([C:21]([F:24])([F:23])[F:22])=[N:19][N:20]=[C:14]4[CH2:13]3)[C:6]=2[CH:5]=1)[CH2:2][CH3:3].[CH3:32][S:33](Cl)(=[O:35])=[O:34]. (3) Given the product [CH3:27][N:28]([CH3:35])[CH:29]1[CH2:34][CH2:33][N:32]([C:24]([C@H:22]2[CH2:21][CH2:20][C:19]3[C:12]4[C:11]([NH:10][C:8]5[CH:9]=[C:4]6[CH:3]=[N:2][NH:1][C:5]6=[N:6][CH:7]=5)=[N:16][CH:15]=[N:14][C:13]=4[S:17][C:18]=3[CH2:23]2)=[O:25])[CH2:31][CH2:30]1, predict the reactants needed to synthesize it. The reactants are: [NH:1]1[C:5]2=[N:6][CH:7]=[C:8]([NH:10][C:11]3[C:12]4[C:19]5[CH2:20][CH2:21][C@H:22]([C:24](O)=[O:25])[CH2:23][C:18]=5[S:17][C:13]=4[N:14]=[CH:15][N:16]=3)[CH:9]=[C:4]2[CH:3]=[N:2]1.[CH3:27][N:28]([CH3:35])[CH:29]1[CH2:34][CH2:33][NH:32][CH2:31][CH2:30]1.